Dataset: Reaction yield outcomes from USPTO patents with 853,638 reactions. Task: Predict the reaction yield, written as a fraction of the theoretical maximum amount of product (1.0 means a 100% yield; for example, 0.34 means a 34% yield). The reactants are C(OC(=O)[NH:7][CH2:8][C:9]([CH3:31])([C:11]1[CH:16]=[CH:15][C:14]([CH2:17][C:18](=[O:30])[C:19]2[C:28](=[O:29])[C:27]3[C:22](=[CH:23][CH:24]=[CH:25][CH:26]=3)[NH:21][CH:20]=2)=[CH:13][CH:12]=1)[CH3:10])(C)(C)C.C(O)(C(F)(F)F)=O.[OH-].[Na+]. The catalyst is C(Cl)Cl. The product is [NH2:7][CH2:8][C:9]([C:11]1[CH:16]=[CH:15][C:14]([CH2:17][C:18]([C:19]2[C:28](=[O:29])[C:27]3[C:22](=[CH:23][CH:24]=[CH:25][CH:26]=3)[NH:21][CH:20]=2)=[O:30])=[CH:13][CH:12]=1)([CH3:10])[CH3:31]. The yield is 0.910.